This data is from Human Reference Interactome with 51,813 positive PPI pairs across 8,248 proteins, plus equal number of experimentally-validated negative pairs. The task is: Binary Classification. Given two protein amino acid sequences, predict whether they physically interact or not. (1) Protein 1 (ENSG00000184924) has sequence MHRGVGPAFRVVRKMAASGAEPQVLVQYLVLRKDLSQAPFSWPAGALVAQACHAATAALHTHRDHPHTAAYLQELGRMRKVVLEAPDETTLKELAETLQQKNIDHMLWLEQPENIATCIALRPYPKEEVGQYLKKFRLFK*. Protein 2 (ENSG00000170619) has sequence MSAVGAATPYLHHPGDSHSGRVSFLGAQLPPEVAAMARLLGDLDRSTFRKLLKFVVSSLQGEDCREAVQRLGVSANLPEEQLGALLAGMHTLLQQALRLPPTSLKPDTFRDQLQELCIPQDLVGDLASVVFGSQRPLLDSVAQQQGAWLPHVADFRWRVDVAISTSALARSLQPSVLMQLKLSDGSAYRFEVPTAKFQELRYSVALVLKEMADLEKRCERRLQD*XVSSLQGEDCREAVQRLGVSANLPEEQLGALLAGMHTLLQQALRLPPTSLKPDTFRDQLQELCIPQDLVGDLASV.... Result: 0 (the proteins do not interact). (2) Protein 1 (ENSG00000128789) has sequence MFVPCGESAPDLAGFTLLMPAVSVGNVGQLAMDLIISTLNMSKIGYFYTDCLVPMVGNNPYATTEGNSTELSINAEVYSLPSRKLVALQLRSIFIKYKSKPFCEKLLSWVKSSGCARVIVLSSSHSYQRNDLQLRSTPFRYLLTPSMQKSVQNKIKSLNWEEMEKSRCIPEIDDSEFCIRIPGGGITKTLYDESCSKEIQMAVLLKFVSEGDNIPDALGLVEYLNEWLQILKPLSDDPTVSASRWKIPSSWRLLFGSGLPPALF*MFVPCGESAPDLAGFTLLMPAVSVGNVGQLAMDLI.... Protein 2 (ENSG00000198443) has sequence MVNSCCGSVCSDQGCDQGLCQETCCRPSCCQTTCCCPSCVVSSCCRPSCSQTTCCQTTCCRPSCCHPVCCQTTCRPSCGVSSCCRPLCCQTTCHPSCGMSSCCRPLCCQTTCRPSCGVSSCCRPLCCQTTCCRATCCRPSCCGSSC*MVNSCCGSVCSDQGCDQGLCQETCCRPSCCQTTCCCPSCVVSSCCRPSCSQTTCCQTTCCRPSCCHPVCCQTTCRPSCGVSSCCRPLCCQTTCRPSCGVSSCCRPLCCQTTCCRATCCRPSCCGSSC*. Result: 0 (the proteins do not interact). (3) Protein 1 (ENSG00000161692) has sequence MSEPGKGDDCLELESSMAESRLRAPDLGVSRCLGKCQKNSPGARKHPFSGKSFYLDLPAGKNLQFLTGAIQQLGGVIEGFLSKEVSYIVSSRREVKAESSGKSHRGCPSPSPSEVRVETSAMVDPKGSHPRPSRKPVDSVPLSRGKELLQKAIRNQGSISGGGSGGSSSLLTNARSWGVRILHVDEMMMHVQQLSLASLCVKKQQPKKPEGTCPAAESRTRKVARLKAPFLKIEDESRKFRPFHHQFKSFPEISFLGPKDASPFEAPTTLGSMHHTRESKDGEPSPRSAAHTMPRRKKGY.... Protein 2 (ENSG00000176476) has sequence MALVSADSRIAELLTELHQLIKQTQEERSRSEHNLVNIQKTHERMQTENKISPYYRTKLRGLYTTAKADAEAECNILRKALDKIAEIKSLLEERRIAAKIAGLYNDSEPPRKTMRRGVLMTLLQQSAMTLPLWIGKPGDKPPPLCGAIPASGDYVARPGDKVAARVKAVDGDEQWILAEVVSYSHATNKYEVDDIDEEGKERHTLSRRRVIPLPQWKANPETDPEALFQKEQLVLALYPQTTCFYRALIHAPPQRPQDDYSVLFEDTSYADGYSPPLNVAQRYVVACKEPKKK*MALVSA.... Result: 1 (the proteins interact). (4) Protein 2 (ENSG00000185721) has sequence MSSTLAKIAEIEAEMARTQKNKATAHHLGLLKARLAKLRRELITPKGGGGGGPGEGFDVAKTGDARIGFVGFPSVGKSTLLSNLAGVYSEVAAYEFTTLTTVPGVIRYKGAKIQLLDLPGIIEGAKDGKGRGRQVIAVARTCNLILIVLDVLKPLGHKKIIENELEGFGIRLNSKPPNIGFKKKDKGGINLTATCPQSELDAETVKSILAEYKIHNADVTLRSDATADDLIDVVEGNRVYIPCIYVLNKIDQISIEELDIIYKVPHCVPISAHHRWNFDDLLEKIWDYLKLVRIYTKPKG.... Protein 1 (ENSG00000131242) has sequence MRTPPALGSQGSEVTGPTFADGELIPREPGFFPEDEEEAMTLAPPEGPQELYTDSPMESTQSLEGSVGSPAEKDGGLGGLFLPEDKSLVHTPSMTTSDLSTHSTTSLISNEEQFEDYGEGDDVDCAPSSPCPDDETRTNVYSDLGSSVSSSAGQTPRKMRHVYNSELLDVYCSQCCKKINLLNDLEARLKNLKANSPNRKISSTAFGRQLMHSSNFSSSNGSTEDLFRDSIDSCDNDITEKVSFLEKKVTELENDSLTNGDLKSKLKQENTQLVHRVHELEEMVKDQETTAEQALEEEAR.... Result: 0 (the proteins do not interact). (5) Protein 1 (ENSG00000188820) has sequence MEKFRAVLDLHVKHHSALGYGLVTLLTAGGERIFSAVAFQCPCSAAWNLPYGLVFLLVPALALFLLGYVLSARTWRLLTGCCSSARASCGSALRGSLVCTQISAAAALAPLTWVAVALLGGAFYECAATGSAAFAQRLCLGRNRSCAAELPLVPCNQAKASDVQDLLKDLKAQSQVLGWILIAVVIIILLIFTSVTRCLSPVSFLQLKFWKIYLEQEQQILKSKATEHATELAKENIKCFFEGSHPKEYNTPSMKEWQQISSLYTFNPKGQYYSMLHKYVNRKEKTHSIRSTEGDTVIPV.... Protein 2 (ENSG00000100330) has sequence MEVYASEKEQHGDLCRPGEHVTSRFKNEVERMGFDMNNAWRISNINEKYKLCGSYPQELIVPAWITDKELESVSSFRSWKRIPAVIYRHQSNGAVIARCGQPEVSWWGWRNADDEHLVQSVAKACASDSRSSGSKLSTRNTSRDFPNGGDLSDVEFDSSLSNASGAESLAIQPQKLLILDARSYAAAVANRAKGGGCECPEYYPNCEVVFMGMANIHSIRRSFQSLRLLCTQMPDPGNWLSALESTKWLHHLSVLLKSALLVVHAVDQDQRPVLVHCSDGWDRTPQIVALAKLLLDPYYR.... Result: 0 (the proteins do not interact). (6) Protein 1 (ENSG00000122566) has sequence MEKTLETVPLERKKREKEQFRKLFIGGLSFETTEESLRNYYEQWGKLTDCVVMRDPASKRSRGFGFVTFSSMAEVDAAMAARPHSIDGRVVEPKRAVAREESGKPGAHVTVKKLFVGGIKEDTEEHHLRDYFEEYGKIDTIEIITDRQSGKKRGFGFVTFDDHDPVDKIVLQKYHTINGHNAEVRKALSRQEMQEVQSSRSGRGGNFGFGDSRGGGGNFGPGPGSNFRGGSDGYGSGRGFGDGYNGYGGGPGGGNFGGSPGYGGGRGGYGGGGPGYGNQGGGYGGGYDNYGGGNYGSGNY.... Protein 2 (ENSG00000168795) has sequence MDFPGHFEQIFQQLNYQRLHGQLCDCVIVVGNRHFKAHRSVLAACSTHFRALFSVAEGDQTMNMIQLDSEVVTAEAFAALIDMMYTSTLMLGESNVMDVLLAASHLHLNSVVKACKHYLTTRTLPMSPPSERVQEQSARMQRSFMLQQLGLSIVSSALNSSQNGEEQPAPMSSSMRSNLDQRTPFPMRRLHKRKQSAEERARQRLRPSIDESAISDVTPENGPSGVHSREEFFSPDSLKIVDNPKADGMTDNQEDSAIMFDQSFGTQEDAQVPSQSDNSAGNMAQLSMASRATQVETSFD.... Result: 0 (the proteins do not interact).